This data is from Reaction yield outcomes from USPTO patents with 853,638 reactions. The task is: Predict the reaction yield, written as a fraction of the theoretical maximum amount of product (1.0 means a 100% yield; for example, 0.34 means a 34% yield). (1) The reactants are [CH3:1][O:2][C:3]([C:5]1[S:9][C:8]([N:10]2[CH2:15][CH2:14][NH:13][CH2:12][CH2:11]2)=[N:7][CH:6]=1)=[O:4].[C:16]([C:19]1[CH:24]=[CH:23][C:22]([S:25](Cl)(=[O:27])=[O:26])=[CH:21][CH:20]=1)(=[O:18])[CH3:17].C(N(CC)CC)C.O. The catalyst is ClCCl. The product is [CH3:1][O:2][C:3]([C:5]1[S:9][C:8]([N:10]2[CH2:11][CH2:12][N:13]([S:25]([C:22]3[CH:21]=[CH:20][C:19]([C:16](=[O:18])[CH3:17])=[CH:24][CH:23]=3)(=[O:27])=[O:26])[CH2:14][CH2:15]2)=[N:7][CH:6]=1)=[O:4]. The yield is 0.962. (2) The reactants are C1(P(C2CCCCC2)C2CCCCC2)CCCCC1.Cl[C:21]1[N:26]=[CH:25][N:24]([C:27]2[CH:32]=[CH:31][C:30]([O:33][CH2:34][C:35]([OH:38])([CH3:37])[CH3:36])=[C:29]([O:39][CH3:40])[CH:28]=2)[C:23](=[O:41])[CH:22]=1.[C:42]1([CH:48]2[CH2:50][CH:49]2B(O)O)[CH:47]=[CH:46][CH:45]=[CH:44][CH:43]=1.P([O-])([O-])([O-])=O.[K+].[K+].[K+]. The catalyst is C1(C)C=CC=CC=1.C([O-])(=O)C.[Pd+2].C([O-])(=O)C.O. The product is [OH:38][C:35]([CH3:37])([CH3:36])[CH2:34][O:33][C:30]1[CH:31]=[CH:32][C:27]([N:24]2[C:23](=[O:41])[CH:22]=[C:21]([CH:49]3[CH2:50][CH:48]3[C:42]3[CH:47]=[CH:46][CH:45]=[CH:44][CH:43]=3)[N:26]=[CH:25]2)=[CH:28][C:29]=1[O:39][CH3:40]. The yield is 0.235. (3) The yield is 0.980. The catalyst is CN(C=O)C. The product is [C:1]([O:5][C:6]([C:8]1[O:9][C:10]2[CH:17]=[CH:16][CH:15]=[C:14]([O:18][CH3:21])[C:11]=2[C:12]=1[CH3:13])=[O:7])([CH3:4])([CH3:2])[CH3:3]. The reactants are [C:1]([O:5][C:6]([C:8]1[O:9][C:10]2[CH:17]=[CH:16][CH:15]=[C:14]([OH:18])[C:11]=2[C:12]=1[CH3:13])=[O:7])([CH3:4])([CH3:3])[CH3:2].IC.[C:21]([O-])([O-])=O.[K+].[K+]. (4) The catalyst is CCCCCC.C(O)C.C(O)C.O1CCCC1. The product is [CH:1]1([CH:6]([NH:18][C:19]2[CH:20]=[CH:21][C:22]([C:25]([N:27]([CH3:35])[CH2:28][CH2:29][C:30]([OH:32])=[O:31])=[O:26])=[CH:23][CH:24]=2)[C:7]2[O:8][C:9]3[CH:16]=[CH:15][C:14]([F:17])=[CH:13][C:10]=3[C:11]=2[CH3:12])[CH2:5][CH2:4][CH2:3][CH2:2]1. The yield is 0.980. The reactants are [CH:1]1([CH:6]([NH:18][C:19]2[CH:24]=[CH:23][C:22]([C:25]([N:27]([CH3:35])[CH2:28][CH2:29][C:30]([O:32]CC)=[O:31])=[O:26])=[CH:21][CH:20]=2)[C:7]2[O:8][C:9]3[CH:16]=[CH:15][C:14]([F:17])=[CH:13][C:10]=3[C:11]=2[CH3:12])[CH2:5][CH2:4][CH2:3][CH2:2]1.[OH-].[Na+]. (5) The reactants are C[Si]([N-][Si](C)(C)C)(C)C.[Na+].[O:11]1[CH2:15][CH2:14][CH2:13][CH:12]1[C:16]#[N:17].I[CH2:19][C:20]1[CH:21]=[CH:22][C:23]([O:26][CH2:27][CH2:28][C:29]2[N:30]=[C:31]([C:35]3[CH:40]=[CH:39][CH:38]=[CH:37][CH:36]=3)[O:32][C:33]=2[CH3:34])=[N:24][CH:25]=1. The catalyst is O1CCCC1. The product is [CH3:34][C:33]1[O:32][C:31]([C:35]2[CH:36]=[CH:37][CH:38]=[CH:39][CH:40]=2)=[N:30][C:29]=1[CH2:28][CH2:27][O:26][C:23]1[N:24]=[CH:25][C:20]([CH2:19][C:12]2([C:16]#[N:17])[CH2:13][CH2:14][CH2:15][O:11]2)=[CH:21][CH:22]=1. The yield is 0.460.